This data is from Full USPTO retrosynthesis dataset with 1.9M reactions from patents (1976-2016). The task is: Predict the reactants needed to synthesize the given product. (1) Given the product [CH3:1][O:2][C:3]1[CH:9]=[CH:8][C:7]([N+:10]([O-:12])=[O:11])=[CH:6][C:4]=1[NH:5][C:20](=[O:23])[CH2:21][CH3:22], predict the reactants needed to synthesize it. The reactants are: [CH3:1][O:2][C:3]1[CH:9]=[CH:8][C:7]([N+:10]([O-:12])=[O:11])=[CH:6][C:4]=1[NH2:5].C(N(CC)CC)C.[C:20](Cl)(=[O:23])[CH2:21][CH3:22]. (2) Given the product [Br:12][C:13]1[CH:14]=[CH:15][C:16]([CH:17]=[CH:45][C:44]2[CH:47]=[CH:48][C:41]([S:40][CH3:39])=[CH:42][CH:43]=2)=[CH:37][CH:38]=1, predict the reactants needed to synthesize it. The reactants are: C[Si]([N-][Si](C)(C)C)(C)C.[K+].[Br-].[Br:12][C:13]1[CH:38]=[CH:37][C:16]([CH2:17][P+](C2C=CC=CC=2)(C2C=CC=CC=2)C2C=CC=CC=2)=[CH:15][CH:14]=1.[CH3:39][S:40][C:41]1[CH:48]=[CH:47][C:44]([CH:45]=O)=[CH:43][CH:42]=1. (3) Given the product [NH2:16][C:8]1[CH:9]=[C:10]([C:12]([O:14][CH3:15])=[O:13])[CH:11]=[C:2]([Cl:1])[C:3]=1[C:4]([O:6][CH3:7])=[O:5], predict the reactants needed to synthesize it. The reactants are: [Cl:1][C:2]1[CH:11]=[C:10]([C:12]([O:14][CH3:15])=[O:13])[CH:9]=[C:8]([N+:16]([O-])=O)[C:3]=1[C:4]([O:6][CH3:7])=[O:5].C(O)(=O)C.